From a dataset of Full USPTO retrosynthesis dataset with 1.9M reactions from patents (1976-2016). Predict the reactants needed to synthesize the given product. (1) Given the product [Cl:1][C:2]1[CH:22]=[N:21][CH:20]=[CH:19][C:3]=1[C:4]1[O:18][C:8]2[CH:9]=[CH:10][C:11]([S:13][C:14]([F:17])([F:16])[F:15])=[CH:12][C:7]=2[N:6]=1, predict the reactants needed to synthesize it. The reactants are: [Cl:1][C:2]1[CH:22]=[N:21][CH:20]=[CH:19][C:3]=1[C:4]([NH:6][C:7]1[CH:12]=[C:11]([S:13][C:14]([F:17])([F:16])[F:15])[CH:10]=[CH:9][C:8]=1[OH:18])=O.O1CCCC1.C1(P(C2C=CC=CC=2)C2C=CC=CC=2)C=CC=CC=1.N(C(OCC)=O)=NC(OCC)=O. (2) The reactants are: [NH2:1][C:2]1[C:3]([I:26])=[C:4]([C:18]([N:20]2[CH2:25][CH2:24][O:23][CH2:22][CH2:21]2)=[O:19])[C:5]([I:17])=[C:6]([C:9]([N:11]2[CH2:16][CH2:15][O:14][CH2:13][CH2:12]2)=[O:10])[C:7]=1[I:8].[C:27](Cl)(Cl)=[O:28].C1(C)C=CC=CC=1. Given the product [N:11]1([C:9]([C:6]2[C:5]([I:17])=[C:4]([C:18]([N:20]3[CH2:25][CH2:24][O:23][CH2:22][CH2:21]3)=[O:19])[C:3]([I:26])=[C:2]([N:1]=[C:27]=[O:28])[C:7]=2[I:8])=[O:10])[CH2:12][CH2:13][O:14][CH2:15][CH2:16]1, predict the reactants needed to synthesize it. (3) Given the product [CH2:1]([N:9]1[CH2:13][CH2:12][C@H:11]([CH2:39][NH:40][CH2:17][C:18]([N:20]([C:27]2[CH:32]=[CH:31][CH:30]=[CH:29][CH:28]=2)[C:21]2[CH:26]=[CH:25][CH:24]=[CH:23][CH:22]=2)=[O:19])[CH2:10]1)[C:2]1[CH:3]=[CH:4][CH:5]=[CH:6][CH:7]=1, predict the reactants needed to synthesize it. The reactants are: [C:1]([N:9]1[CH2:13][CH2:12][C@@H:11](NC)[CH2:10]1)(=O)[C:2]1[CH:7]=[CH:6][CH:5]=[CH:4][CH:3]=1.Br[CH2:17][C:18]([N:20]([C:27]1[CH:32]=[CH:31][CH:30]=[CH:29][CH:28]=1)[C:21]1[CH:26]=[CH:25][CH:24]=[CH:23][CH:22]=1)=[O:19].C([O-])(O)=O.[Na+].C[C:39]#[N:40]. (4) Given the product [C:35]([C:30]1[CH:31]=[CH:32][CH:33]=[CH:34][C:29]=1[C:26]1[CH:27]=[CH:28][C:23]([CH2:22][C:19]2[C:20](=[O:21])[N:15]([C@H:12]3[CH2:11][CH2:10][C@H:9]([O:8][CH2:63][C:62]([O:65][CH2:66][CH3:67])=[O:64])[CH2:14][CH2:13]3)[C:16]3[N:17]([N:40]=[CH:41][C:42]=3[F:43])[C:18]=2[CH2:37][CH2:38][CH3:39])=[CH:24][CH:25]=1)#[N:36], predict the reactants needed to synthesize it. The reactants are: [Si]([O:8][C@H:9]1[CH2:14][CH2:13][C@H:12]([N:15]2[C:20](=[O:21])[C:19]([CH2:22][C:23]3[CH:28]=[CH:27][C:26]([C:29]4[C:30]([C:35]#[N:36])=[CH:31][CH:32]=[CH:33][CH:34]=4)=[CH:25][CH:24]=3)=[C:18]([CH2:37][CH2:38][CH3:39])[N:17]3[N:40]=[CH:41][C:42]([F:43])=[C:16]23)[CH2:11][CH2:10]1)(C(C)(C)C)(C)C.[F-].C([N+](CCCC)(CCCC)CCCC)CCC.[C:62]([O:65][CH2:66][CH3:67])(=[O:64])[CH3:63].[Cl-].[NH4+]. (5) Given the product [CH:6]1([CH2:10][N:12]2[CH2:18][CH2:17][CH:16]3[CH2:19][N:20]([CH2:23][C:24]4[CH:25]=[CH:26][C:27]([F:30])=[CH:28][CH:29]=4)[CH2:21][CH2:22][N:15]3[C:14]3[N:31]=[CH:32][CH:33]=[CH:34][C:13]2=3)[CH2:9][CH2:8][CH2:7]1, predict the reactants needed to synthesize it. The reactants are: CN(C)CC.[CH:6]1([C:10]([N:12]2[CH2:18][CH2:17][CH:16]3[CH2:19][N:20]([CH2:23][C:24]4[CH:29]=[CH:28][C:27]([F:30])=[CH:26][CH:25]=4)[CH2:21][CH2:22][N:15]3[C:14]3[N:31]=[CH:32][CH:33]=[CH:34][C:13]2=3)=O)[CH2:9][CH2:8][CH2:7]1. (6) Given the product [Si:26]([O:1][C:2]1[CH:3]=[CH:4][CH:5]=[C:6]2[C:11]=1[N:10]=[C:9]([CH:12]=[O:13])[CH:8]=[CH:7]2)([C:23]([CH3:25])([CH3:24])[CH3:22])([CH3:28])[CH3:27], predict the reactants needed to synthesize it. The reactants are: [OH:1][C:2]1[CH:3]=[CH:4][CH:5]=[C:6]2[C:11]=1[N:10]=[C:9]([CH:12]=[O:13])[CH:8]=[CH:7]2.N1C=CN=C1.C(Cl)Cl.[CH3:22][C:23]([Si:26](Cl)([CH3:28])[CH3:27])([CH3:25])[CH3:24].